Dataset: NCI-60 drug combinations with 297,098 pairs across 59 cell lines. Task: Regression. Given two drug SMILES strings and cell line genomic features, predict the synergy score measuring deviation from expected non-interaction effect. (1) Cell line: OVCAR-4. Synergy scores: CSS=37.0, Synergy_ZIP=-2.71, Synergy_Bliss=-0.668, Synergy_Loewe=-0.349, Synergy_HSA=2.35. Drug 1: CC1OCC2C(O1)C(C(C(O2)OC3C4COC(=O)C4C(C5=CC6=C(C=C35)OCO6)C7=CC(=C(C(=C7)OC)O)OC)O)O. Drug 2: C1=NC2=C(N1)C(=S)N=C(N2)N. (2) Drug 1: C1=CC=C(C(=C1)C(C2=CC=C(C=C2)Cl)C(Cl)Cl)Cl. Drug 2: CS(=O)(=O)OCCCCOS(=O)(=O)C. Cell line: HCT116. Synergy scores: CSS=9.79, Synergy_ZIP=-2.34, Synergy_Bliss=2.10, Synergy_Loewe=-7.40, Synergy_HSA=1.75. (3) Drug 1: CN1CCC(CC1)COC2=C(C=C3C(=C2)N=CN=C3NC4=C(C=C(C=C4)Br)F)OC. Drug 2: CCC1(CC2CC(C3=C(CCN(C2)C1)C4=CC=CC=C4N3)(C5=C(C=C6C(=C5)C78CCN9C7C(C=CC9)(C(C(C8N6C)(C(=O)OC)O)OC(=O)C)CC)OC)C(=O)OC)O.OS(=O)(=O)O. Cell line: HOP-62. Synergy scores: CSS=31.7, Synergy_ZIP=5.52, Synergy_Bliss=11.0, Synergy_Loewe=-7.52, Synergy_HSA=10.6. (4) Drug 1: C1CN1C2=NC(=NC(=N2)N3CC3)N4CC4. Drug 2: C1=C(C(=O)NC(=O)N1)F. Cell line: OVCAR3. Synergy scores: CSS=49.1, Synergy_ZIP=-2.60, Synergy_Bliss=-4.80, Synergy_Loewe=-7.93, Synergy_HSA=-5.31. (5) Drug 1: C1=CC(=CC=C1CCCC(=O)O)N(CCCl)CCCl. Drug 2: CC12CCC3C(C1CCC2OP(=O)(O)O)CCC4=C3C=CC(=C4)OC(=O)N(CCCl)CCCl.[Na+]. Cell line: TK-10. Synergy scores: CSS=0.183, Synergy_ZIP=-5.17, Synergy_Bliss=-5.93, Synergy_Loewe=-9.55, Synergy_HSA=-5.20. (6) Drug 1: CN(CCCl)CCCl.Cl. Drug 2: C1C(C(OC1N2C=NC3=C2NC=NCC3O)CO)O. Cell line: SK-OV-3. Synergy scores: CSS=2.30, Synergy_ZIP=4.45, Synergy_Bliss=-1.15, Synergy_Loewe=-1.40, Synergy_HSA=-1.49. (7) Drug 1: CNC(=O)C1=CC=CC=C1SC2=CC3=C(C=C2)C(=NN3)C=CC4=CC=CC=N4. Drug 2: CCC1=C2CN3C(=CC4=C(C3=O)COC(=O)C4(CC)O)C2=NC5=C1C=C(C=C5)O. Cell line: HT29. Synergy scores: CSS=19.0, Synergy_ZIP=-3.59, Synergy_Bliss=0.164, Synergy_Loewe=-23.3, Synergy_HSA=-1.74. (8) Drug 1: CCN(CC)CCNC(=O)C1=C(NC(=C1C)C=C2C3=C(C=CC(=C3)F)NC2=O)C. Drug 2: CC(C)(C#N)C1=CC=C(C=C1)N2C3=C4C=C(C=CC4=NC=C3N(C2=O)C)C5=CC6=CC=CC=C6N=C5. Cell line: SW-620. Synergy scores: CSS=83.7, Synergy_ZIP=6.56, Synergy_Bliss=6.15, Synergy_Loewe=7.25, Synergy_HSA=13.6. (9) Drug 1: CCCCCOC(=O)NC1=NC(=O)N(C=C1F)C2C(C(C(O2)C)O)O. Drug 2: C1CN1C2=NC(=NC(=N2)N3CC3)N4CC4. Cell line: UACC62. Synergy scores: CSS=35.3, Synergy_ZIP=2.82, Synergy_Bliss=3.96, Synergy_Loewe=-20.9, Synergy_HSA=3.37. (10) Drug 1: CC1=CC=C(C=C1)C2=CC(=NN2C3=CC=C(C=C3)S(=O)(=O)N)C(F)(F)F. Drug 2: CS(=O)(=O)CCNCC1=CC=C(O1)C2=CC3=C(C=C2)N=CN=C3NC4=CC(=C(C=C4)OCC5=CC(=CC=C5)F)Cl. Cell line: OVCAR-4. Synergy scores: CSS=3.21, Synergy_ZIP=0.728, Synergy_Bliss=3.22, Synergy_Loewe=-3.80, Synergy_HSA=-2.18.